This data is from Forward reaction prediction with 1.9M reactions from USPTO patents (1976-2016). The task is: Predict the product of the given reaction. (1) The product is: [F:7][C:8]1[C:9](=[O:23])[NH:10][C:11](=[O:22])[NH:12][CH:21]=1. Given the reactants C(OF)(F)(F)F.[F:7][C:8]1[C:9](=[O:23])[NH:10][C:11](=[O:22])[N:12]([CH:21]=1)[C@@H]1O[C@H](CO)[C@@H](O)C1, predict the reaction product. (2) Given the reactants [OH-].[Na+].[F:3][C:4]1[CH:9]=[C:8]([O:10][CH3:11])[CH:7]=[C:6]([F:12])[C:5]=1[CH:13]([C:19]([O:21]CC)=[O:20])[C:14]([O:16]CC)=[O:15].Cl, predict the reaction product. The product is: [F:3][C:4]1[CH:9]=[C:8]([O:10][CH3:11])[CH:7]=[C:6]([F:12])[C:5]=1[CH:13]([C:19]([OH:21])=[O:20])[C:14]([OH:16])=[O:15]. (3) Given the reactants [F:1][CH:2]([F:11])[O:3][C:4]1[CH:10]=[CH:9][C:7]([NH2:8])=[CH:6][CH:5]=1.Cl[C:13]1[C:14](=[O:32])[N:15]([CH2:25][C:26]2[CH:27]=[N:28][CH:29]=[CH:30][CH:31]=2)[C:16](=[O:24])[C:17]=1[C:18]1[CH:23]=[CH:22][CH:21]=[CH:20][CH:19]=1, predict the reaction product. The product is: [F:1][CH:2]([F:11])[O:3][C:4]1[CH:10]=[CH:9][C:7]([NH:8][C:13]2[C:14](=[O:32])[N:15]([CH2:25][C:26]3[CH:27]=[N:28][CH:29]=[CH:30][CH:31]=3)[C:16](=[O:24])[C:17]=2[C:18]2[CH:19]=[CH:20][CH:21]=[CH:22][CH:23]=2)=[CH:6][CH:5]=1. (4) Given the reactants [CH3:1][C:2]1([CH3:18])[C:10]2[C:9]3[CH:11]=[CH:12][CH:13]=[CH:14][C:8]=3[CH:7]=[CH:6][C:5]=2[N:4]=[C:3]1[C:15](O)=[O:16].C(Cl)(=O)C([Cl:22])=O, predict the reaction product. The product is: [CH3:1][C:2]1([CH3:18])[C:10]2[C:9]3[CH:11]=[CH:12][CH:13]=[CH:14][C:8]=3[CH:7]=[CH:6][C:5]=2[N:4]=[C:3]1[C:15]([Cl:22])=[O:16]. (5) Given the reactants [Cl:1][C:2]1[C:3]([O:21][CH3:22])=[C:4]([C:18](O)=[O:19])[CH:5]=[C:6]([C:8]2[CH:13]=[CH:12][C:11]([C:14]([F:17])([F:16])[F:15])=[CH:10][CH:9]=2)[CH:7]=1.[Cl:23][C:24]1[CH:25]=[C:26]([C:31]2[CH:36]=[CH:35][C:34]([CH2:37][C@@H:38]([NH2:45])[C:39]3[O:43][N:42]=[C:41]([CH3:44])[N:40]=3)=[CH:33][CH:32]=2)[CH:27]=[CH:28][C:29]=1[F:30], predict the reaction product. The product is: [Cl:23][C:24]1[CH:25]=[C:26]([C:31]2[CH:36]=[CH:35][C:34]([CH2:37][C@@H:38]([NH:45][C:18]([C:4]3[CH:5]=[C:6]([C:8]4[CH:9]=[CH:10][C:11]([C:14]([F:15])([F:16])[F:17])=[CH:12][CH:13]=4)[CH:7]=[C:2]([Cl:1])[C:3]=3[O:21][CH3:22])=[O:19])[C:39]3[O:43][N:42]=[C:41]([CH3:44])[N:40]=3)=[CH:33][CH:32]=2)[CH:27]=[CH:28][C:29]=1[F:30]. (6) Given the reactants [F:1][C:2]1[CH:7]=[CH:6][C:5]([Br:8])=[CH:4][C:3]=1[OH:9].C([O-])([O-])=O.[Cs+].[Cs+].Br[CH2:17][CH2:18][CH:19]=[CH2:20], predict the reaction product. The product is: [Br:8][C:5]1[CH:6]=[CH:7][C:2]([F:1])=[C:3]([O:9][CH2:20][CH2:19][CH:18]=[CH2:17])[CH:4]=1.